Dataset: Full USPTO retrosynthesis dataset with 1.9M reactions from patents (1976-2016). Task: Predict the reactants needed to synthesize the given product. (1) Given the product [NH2:7][C:8]1[N:9]=[CH:10][C:11]([CH2:14][N:15]2[CH2:19][CH2:18][C@@H:17]([OH:20])[CH2:16]2)=[CH:12][CH:13]=1, predict the reactants needed to synthesize it. The reactants are: C(OC(=O)[NH:7][C:8]1[CH:13]=[CH:12][C:11]([CH2:14][N:15]2[CH2:19][CH2:18][C@@H:17]([OH:20])[CH2:16]2)=[CH:10][N:9]=1)(C)(C)C.Cl.CO. (2) Given the product [NH2:22][C:21]1[C:14]([NH:13][C:4]2[CH:5]=[N:6][C:7]([O:8][CH2:9][CH:10]([CH3:12])[CH3:11])=[C:2]([Cl:1])[CH:3]=2)=[CH:15][C:16]([F:25])=[C:17]([CH:20]=1)[C:18]#[N:19], predict the reactants needed to synthesize it. The reactants are: [Cl:1][C:2]1[CH:3]=[C:4]([NH:13][C:14]2[C:21]([N+:22]([O-])=O)=[CH:20][C:17]([C:18]#[N:19])=[C:16]([F:25])[CH:15]=2)[CH:5]=[N:6][C:7]=1[O:8][CH2:9][CH:10]([CH3:12])[CH3:11].[NH4+].[Cl-]. (3) Given the product [Cl:1][C:2]1[CH:39]=[CH:38][C:5]([CH2:6][N:7]2[C:15](=[O:16])[C:14]3[N:13]([C:17]4[CH:18]=[CH:19][C:20]([F:23])=[CH:21][CH:22]=4)[C:12]([O:24][CH3:25])=[N:11][C:10]=3[NH:9][C:8]2=[O:37])=[CH:4][CH:3]=1, predict the reactants needed to synthesize it. The reactants are: [Cl:1][C:2]1[CH:39]=[CH:38][C:5]([CH2:6][N:7]2[C:15](=[O:16])[C:14]3[N:13]([C:17]4[CH:22]=[CH:21][C:20]([F:23])=[CH:19][CH:18]=4)[C:12]([O:24][CH3:25])=[N:11][C:10]=3[N:9](CC3C=CC(OC)=CC=3OC)[C:8]2=[O:37])=[CH:4][CH:3]=1.C([SiH](CC)CC)C.C(Cl)Cl. (4) Given the product [OH:8][C:9]1[C:10]([CH3:31])=[CH:11][C:12]([C:16]2[NH:17][C:18](=[O:30])[C:19]3[C:20]([O:28][CH3:29])=[CH:21][C:22]([O:26][CH3:27])=[N:23][C:24]=3[CH:25]=2)=[CH:13][C:14]=1[CH3:15], predict the reactants needed to synthesize it. The reactants are: C([O:8][C:9]1[C:14]([CH3:15])=[CH:13][C:12]([C:16]2[NH:17][C:18](=[O:30])[C:19]3[C:20]([O:28][CH3:29])=[CH:21][C:22]([O:26][CH3:27])=[N:23][C:24]=3[CH:25]=2)=[CH:11][C:10]=1[CH3:31])C1C=CC=CC=1. (5) Given the product [O:19]1[C:18]2[CH:23]=[CH:24][C:15]([C:13]3[N:9]=[C:5]4[CH:4]=[C:3]([N:2]([CH3:10])[CH3:1])[CH:8]=[CH:7][N:6]4[CH:12]=3)=[CH:16][C:17]=2[O:22][CH2:21][CH2:20]1, predict the reactants needed to synthesize it. The reactants are: [CH3:1][N:2]([CH3:10])[C:3]1[CH:8]=[CH:7][N:6]=[C:5]([NH2:9])[CH:4]=1.Br[CH2:12][C:13]([C:15]1[CH:24]=[CH:23][C:18]2[O:19][CH2:20][CH2:21][O:22][C:17]=2[CH:16]=1)=O. (6) Given the product [F:5][C:6]1[CH:12]=[CH:11][C:10]([CH3:13])=[CH:9][C:7]=1[NH:8][NH2:1], predict the reactants needed to synthesize it. The reactants are: [N:1]([O-])=O.[Na+].[F:5][C:6]1[CH:12]=[CH:11][C:10]([CH3:13])=[CH:9][C:7]=1[NH2:8].[Sn](Cl)Cl. (7) Given the product [O:11]=[C:8]1[CH2:7][C:6]2[C:10](=[C:2]([C:20]3[CH:21]=[C:22]4[C:27](=[CH:28][CH:29]=3)[CH:26]=[C:25]([NH:30][C:31]([C:33]3[CH:37]=[CH:36][S:35][CH:34]=3)=[O:32])[CH:24]=[CH:23]4)[CH:3]=[CH:4][CH:5]=2)[NH:9]1, predict the reactants needed to synthesize it. The reactants are: Br[C:2]1[CH:3]=[CH:4][CH:5]=[C:6]2[C:10]=1[NH:9][C:8](=[O:11])[CH2:7]2.CC1(C)C(C)(C)OB([C:20]2[CH:21]=[C:22]3[C:27](=[CH:28][CH:29]=2)[CH:26]=[C:25]([NH:30][C:31]([C:33]2[CH:37]=[CH:36][S:35][CH:34]=2)=[O:32])[CH:24]=[CH:23]3)O1.C([O-])([O-])=O.[K+].[K+].O1CCOCC1.